From a dataset of Full USPTO retrosynthesis dataset with 1.9M reactions from patents (1976-2016). Predict the reactants needed to synthesize the given product. (1) Given the product [CH2:1]([C:6]1[CH:11]=[CH:10][N+:9]([O-:26])=[CH:8][CH:7]=1)[CH2:2][CH2:3][CH2:4][CH3:5], predict the reactants needed to synthesize it. The reactants are: [CH2:1]([C:6]1[CH:11]=[CH:10][N:9]=[C:8](C(O)=O)[CH:7]=1)[CH2:2][CH2:3][CH2:4][CH3:5].C(C1C=CN=CC=1)CCCC.[OH:26]O. (2) Given the product [CH2:42]([O:44][C:45](=[O:58])[C:46]([O:49][C:50]1[CH:55]=[CH:54][C:53]([O:40][CH2:39][CH2:38][CH:37]([O:36][C:25]2[CH:24]=[CH:23][C:22]([CH2:20][CH3:21])=[CH:27][C:26]=2[C:28](=[O:29])[C:30]2[CH:31]=[CH:32][CH:33]=[CH:34][CH:35]=2)[CH3:41])=[CH:52][C:51]=1[CH3:57])([CH3:47])[CH3:48])[CH3:43], predict the reactants needed to synthesize it. The reactants are: C1(P(C2C=CC=CC=2)C2C=CC=CC=2)C=CC=CC=1.[CH2:20]([C:22]1[CH:23]=[CH:24][C:25]([O:36][CH:37]([CH3:41])[CH2:38][CH2:39][OH:40])=[C:26]([C:28]([C:30]2[CH:35]=[CH:34][CH:33]=[CH:32][CH:31]=2)=[O:29])[CH:27]=1)[CH3:21].[CH2:42]([O:44][C:45](=[O:58])[C:46]([O:49][C:50]1[CH:55]=[CH:54][C:53](O)=[CH:52][C:51]=1[CH3:57])([CH3:48])[CH3:47])[CH3:43].